This data is from Full USPTO retrosynthesis dataset with 1.9M reactions from patents (1976-2016). The task is: Predict the reactants needed to synthesize the given product. (1) Given the product [CH3:1][O:2][C:3](=[O:20])[CH:4]([I:21])[CH2:5][CH2:6][O:7][Si:8]([C:11]([CH3:14])([CH3:13])[CH3:12])([CH3:10])[CH3:9], predict the reactants needed to synthesize it. The reactants are: [CH3:1][O:2][C:3](=[O:20])[C@@H:4](OS(C)(=O)=O)[CH2:5][CH2:6][O:7][Si:8]([C:11]([CH3:14])([CH3:13])[CH3:12])([CH3:10])[CH3:9].[I-:21].[Na+]. (2) Given the product [ClH:18].[Cl:19][C:13]1[C:14]([Cl:18])=[CH:15][CH:16]=[CH:17][C:12]=1[S:9]([NH:8][C:5]1[C:4]([O:29][CH3:30])=[N:3][C:2]([O:31][CH2:32][C@@H:33]2[CH2:37][CH2:36][CH2:35][NH:34]2)=[CH:7][N:6]=1)(=[O:10])=[O:11], predict the reactants needed to synthesize it. The reactants are: Br[C:2]1[N:3]=[C:4]([O:29][CH3:30])[C:5]([N:8](COCCO[Si](C)(C)C)[S:9]([C:12]2[CH:17]=[CH:16][CH:15]=[C:14]([Cl:18])[C:13]=2[Cl:19])(=[O:11])=[O:10])=[N:6][CH:7]=1.[OH:31][CH2:32][C@@H:33]1[CH2:37][CH2:36][CH2:35][N:34]1C(OC(C)(C)C)=O.[H-].[Na+].Cl.